Dataset: Aqueous solubility values for 9,982 compounds from the AqSolDB database. Task: Regression/Classification. Given a drug SMILES string, predict its absorption, distribution, metabolism, or excretion properties. Task type varies by dataset: regression for continuous measurements (e.g., permeability, clearance, half-life) or binary classification for categorical outcomes (e.g., BBB penetration, CYP inhibition). For this dataset (solubility_aqsoldb), we predict Y. The molecule is CCCCC(CC)C(=O)OCC(C)(C)COC(=O)C(CC)CCCC. The Y is -5.02 log mol/L.